From a dataset of Catalyst prediction with 721,799 reactions and 888 catalyst types from USPTO. Predict which catalyst facilitates the given reaction. Reactant: C(OC([N:8]1[CH2:13][CH2:12][N:11]([CH2:14][C:15]2[CH:20]=[CH:19][C:18]([Br:21])=[C:17]([Br:22])[CH:16]=2)[CH2:10][CH2:9]1)=O)(C)(C)C.Cl. Product: [Br:22][C:17]1[CH:16]=[C:15]([CH:20]=[CH:19][C:18]=1[Br:21])[CH2:14][N:11]1[CH2:12][CH2:13][NH:8][CH2:9][CH2:10]1. The catalyst class is: 275.